Dataset: Catalyst prediction with 721,799 reactions and 888 catalyst types from USPTO. Task: Predict which catalyst facilitates the given reaction. (1) Reactant: [CH:1]1([CH2:6][C@H:7]([CH2:28][N:29]([CH:38]=[O:39])[O:30][CH2:31][C:32]2[CH:37]=[CH:36][CH:35]=[CH:34][CH:33]=2)[C:8]([N:10]2[C@H:14]([C:15](O)=[O:16])[CH2:13][CH2:12][N:11]2[C:18]([O:20][CH2:21][C:22]2[CH:27]=[CH:26][CH:25]=[CH:24][CH:23]=2)=[O:19])=[O:9])[CH2:5][CH2:4][CH2:3][CH2:2]1.[NH:40]1[C:44]2[CH:45]=[CH:46][C:47]([NH2:49])=[CH:48][C:43]=2[N:42]=[N:41]1.CN1CCOCC1. Product: [NH:40]1[C:44]2[CH:45]=[CH:46][C:47]([NH:49][C:15]([C@@H:14]3[CH2:13][CH2:12][N:11]([C:18]([O:20][CH2:21][C:22]4[CH:27]=[CH:26][CH:25]=[CH:24][CH:23]=4)=[O:19])[N:10]3[C:8](=[O:9])[C@@H:7]([CH2:28][N:29]([CH:38]=[O:39])[O:30][CH2:31][C:32]3[CH:37]=[CH:36][CH:35]=[CH:34][CH:33]=3)[CH2:6][CH:1]3[CH2:2][CH2:3][CH2:4][CH2:5]3)=[O:16])=[CH:48][C:43]=2[N:42]=[N:41]1. The catalyst class is: 10. (2) The catalyst class is: 169. Product: [ClH:1].[Br:27][C:7]1[CH:8]=[C:9]2[C:13](=[C:5]([C:3]([NH2:2])=[O:4])[CH:6]=1)[NH:12][CH:11]=[C:10]2[CH:14]1[CH2:19][CH2:18][NH:17][CH2:16][CH2:15]1. Reactant: [ClH:1].[NH2:2][C:3]([C:5]1[CH:6]=[C:7]([Br:27])[CH:8]=[C:9]2[C:13]=1[NH:12][CH:11]=[C:10]2[CH:14]1[CH2:19][CH2:18][N:17](C(OC(C)(C)C)=O)[CH2:16][CH2:15]1)=[O:4]. (3) Reactant: [Cl:1][C:2]1[CH:3]=[C:4]([C@@H:8]2[C@@H:13]([C:14]3[CH:19]=[CH:18][C:17]([Cl:20])=[CH:16][CH:15]=3)[NH:12][C:11](=[O:21])[CH2:10][CH2:9]2)[CH:5]=[CH:6][CH:7]=1.[H-].[Na+].Br[CH:25]([CH2:31][CH3:32])[C:26]([O:28][CH2:29][CH3:30])=[O:27].[NH4+].[Cl-]. Product: [Cl:1][C:2]1[CH:3]=[C:4]([C@H:8]2[CH2:9][CH2:10][C:11](=[O:21])[N:12]([C@@H:25]([CH2:31][CH3:32])[C:26]([O:28][CH2:29][CH3:30])=[O:27])[C@@H:13]2[C:14]2[CH:15]=[CH:16][C:17]([Cl:20])=[CH:18][CH:19]=2)[CH:5]=[CH:6][CH:7]=1. The catalyst class is: 3. (4) Reactant: [CH3:1][N:2]1[CH:6]=[CH:5][CH:4]=[N:3]1.[Li]CCCC.[C:12]([O:16][C:17](=[O:31])[NH:18][C:19]1[S:20][C:21]2[CH:27]=[C:26]([CH:28]=[O:29])[CH:25]=[C:24]([Br:30])[C:22]=2[N:23]=1)([CH3:15])([CH3:14])[CH3:13].[Li].[NH4+].[Cl-]. Product: [C:12]([O:16][C:17](=[O:31])[NH:18][C:19]1[S:20][C:21]2[CH:27]=[C:26]([CH:28]([OH:29])[C:6]3[N:2]([CH3:1])[N:3]=[CH:4][CH:5]=3)[CH:25]=[C:24]([Br:30])[C:22]=2[N:23]=1)([CH3:15])([CH3:13])[CH3:14]. The catalyst class is: 1. (5) Reactant: [F:1][C:2]1[CH:10]=[C:9]2[C:5]([C:6]([CH3:23])([CH3:22])[C:7](=[O:21])[N:8]2[C:11]([NH:13][CH2:14][CH:15]2[CH2:20][CH2:19][NH:18][CH2:17][CH2:16]2)=[O:12])=[CH:4][CH:3]=1.C(N(CC)CC)C.Br[CH2:32][C:33]([O:35][C:36]([CH3:39])([CH3:38])[CH3:37])=[O:34].C(=O)(O)[O-].[Na+]. Product: [C:36]([O:35][C:33](=[O:34])[CH2:32][N:18]1[CH2:19][CH2:20][CH:15]([CH2:14][NH:13][C:11]([N:8]2[C:9]3[C:5](=[CH:4][CH:3]=[C:2]([F:1])[CH:10]=3)[C:6]([CH3:23])([CH3:22])[C:7]2=[O:21])=[O:12])[CH2:16][CH2:17]1)([CH3:39])([CH3:38])[CH3:37]. The catalyst class is: 7. (6) Reactant: [CH:1]([NH:4][CH2:5][C@H:6]1[CH2:10][CH2:9][CH2:8][NH:7]1)([CH3:3])[CH3:2].C(N(C(C)C)CC)(C)C.Cl[C:21]1[N:26]([CH3:27])[C:25](=[O:28])[C:24]([C:29]2[CH:38]=[CH:37][C:36]3[C:31](=[CH:32][CH:33]=[CH:34][CH:35]=3)[CH:30]=2)=[C:23]([C:39]2[CH:44]=[CH:43][N:42]=[CH:41][CH:40]=2)[N:22]=1.BrC1C=C(C2C(=O)N(C)C(Cl)=NC=2C2C=CN=CC=2)C=CC=1. Product: [CH:1]([NH:4][CH2:5][CH:6]1[CH2:10][CH2:9][CH2:8][N:7]1[C:21]1[N:26]([CH3:27])[C:25](=[O:28])[C:24]([C:29]2[CH:38]=[CH:37][C:36]3[C:31](=[CH:32][CH:33]=[CH:34][CH:35]=3)[CH:30]=2)=[C:23]([C:39]2[CH:44]=[CH:43][N:42]=[CH:41][CH:40]=2)[N:22]=1)([CH3:3])[CH3:2]. The catalyst class is: 4. (7) Reactant: [O:1]1[C:5]2([CH2:10][CH2:9][CH:8]([O:11][C:12]3[N:17]=[C:16]([C:18]([F:21])([F:20])[F:19])[N:15]=[C:14]([CH:22]=[O:23])[CH:13]=3)[CH2:7][CH2:6]2)[O:4][CH2:3][CH2:2]1.[BH4-].[Na+]. Product: [O:4]1[C:5]2([CH2:10][CH2:9][CH:8]([O:11][C:12]3[N:17]=[C:16]([C:18]([F:20])([F:21])[F:19])[N:15]=[C:14]([CH2:22][OH:23])[CH:13]=3)[CH2:7][CH2:6]2)[O:1][CH2:2][CH2:3]1. The catalyst class is: 32. (8) Reactant: [F:1][C:2]1[CH:12]=[CH:11][C:5]2[NH:6][C@@H:7]([CH3:10])[CH2:8][O:9][C:4]=2[C:3]=1[F:13].CC1C=CC(S(O)(=O)=O)=CC=1.C([O-])(O)=O.[Na+]. Product: [F:1][C:2]1[CH:12]=[CH:11][C:5]2[NH:6][C@@H:7]([CH3:10])[CH2:8][O:9][C:4]=2[C:3]=1[F:13]. The catalyst class is: 25. (9) Reactant: [CH2:1]([O:8][C:9]([NH:11][CH2:12][CH2:13][N:14]1[C:19]2[CH:20]=[C:21]([C:28]([N:30]([C@@H:34]3[CH2:39][CH2:38][CH2:37][N:36]([C:40]([O:42][C:43]([CH3:46])([CH3:45])[CH3:44])=[O:41])[CH2:35]3)[CH:31]([CH3:33])[CH3:32])=[O:29])[C:22]([C:24]([F:27])([F:26])[F:25])=[CH:23][C:18]=2[O:17][C:16]([CH3:52])([C:47]([O:49]CC)=[O:48])[C:15]1=[O:53])=[O:10])[C:2]1[CH:7]=[CH:6][CH:5]=[CH:4][CH:3]=1.[CH2:54](Br)[C:55]1[CH:60]=[CH:59][CH:58]=[CH:57][CH:56]=1.[H-].[Na+].[OH-].[Na+].S([O-])(O)(=O)=O.[K+]. Product: [CH2:54]([N:11]([C:9]([O:8][CH2:1][C:2]1[CH:3]=[CH:4][CH:5]=[CH:6][CH:7]=1)=[O:10])[CH2:12][CH2:13][N:14]1[C:19]2[CH:20]=[C:21]([C:28]([N:30]([C@@H:34]3[CH2:39][CH2:38][CH2:37][N:36]([C:40]([O:42][C:43]([CH3:46])([CH3:44])[CH3:45])=[O:41])[CH2:35]3)[CH:31]([CH3:33])[CH3:32])=[O:29])[C:22]([C:24]([F:26])([F:27])[F:25])=[CH:23][C:18]=2[O:17][C:16]([CH3:52])([C:47]([OH:49])=[O:48])[C:15]1=[O:53])[C:55]1[CH:60]=[CH:59][CH:58]=[CH:57][CH:56]=1. The catalyst class is: 722. (10) Reactant: [CH3:1][N:2]1[C:6](=[O:7])[C:5]([CH3:9])([CH3:8])[NH:4][C:3]1=[O:10].FC(F)(F)C(O[I:16](C1C=CC=CC=1)OC(=O)C(F)(F)F)=O.II. Product: [I:16][N:4]1[C:5]([CH3:9])([CH3:8])[C:6](=[O:7])[N:2]([CH3:1])[C:3]1=[O:10]. The catalyst class is: 23.